Binary Classification. Given a drug SMILES string, predict its activity (active/inactive) in a high-throughput screening assay against a specified biological target. From a dataset of HIV replication inhibition screening data with 41,000+ compounds from the AIDS Antiviral Screen. (1) The compound is CC(OC(=O)C=Cc1ccc(O)c(O)c1)C(C)OC(=O)C=Cc1ccc(O)c(O)c1. The result is 0 (inactive). (2) The drug is O=C1C(c2ccccc2)=C(c2ccccc2)C(c2ccc(-c3ccc(C4=C(c5ccccc5)C(=O)C(c5ccccc5)=C4c4ccccc4)cc3)cc2)=C1c1ccccc1. The result is 0 (inactive). (3) The drug is O=C(OC1CN2CCC1CC2)C(O)(Cc1ccccc1)C1CC1. The result is 0 (inactive). (4) The compound is CCCCC#COP(=O)(OCC)OCC. The result is 0 (inactive).